Predict which catalyst facilitates the given reaction. From a dataset of Catalyst prediction with 721,799 reactions and 888 catalyst types from USPTO. (1) Reactant: [Sn].[Cl:2][C:3]1[CH:8]=[CH:7][C:6]([S:9](Cl)(=O)=O)=[CH:5][C:4]=1[N+:13]([O-])=O. Product: [Cl:2][C:3]1[CH:8]=[CH:7][C:6]([SH:9])=[CH:5][C:4]=1[NH2:13]. The catalyst class is: 33. (2) Reactant: C(O[C:6]([N:8]1[CH2:13][CH2:12][C@@H:11]([OH:14])[C@@H:10]([F:15])[CH2:9]1)=O)(C)(C)C.ClC1[N:22]=[C:21]([NH2:23])[CH:20]=[CH:19][N:18]=1.C(N(CC)CC)C. Product: [NH2:23][C:21]1[CH:20]=[CH:19][N:18]=[C:6]([N:8]2[CH2:13][CH2:12][C@@H:11]([OH:14])[C@@H:10]([F:15])[CH2:9]2)[N:22]=1. The catalyst class is: 89. (3) Reactant: [S:1]1[CH:5]=[CH:4][N:3]=[C:2]1[CH:6]=[O:7].[F-].C([N+](CCCC)(CCCC)CCCC)CCC.[F:26][C:27]([Si](C)(C)C)([F:29])[F:28].Cl. The catalyst class is: 56. Product: [F:26][C:27]([F:29])([F:28])[CH:6]([C:2]1[S:1][CH:5]=[CH:4][N:3]=1)[OH:7]. (4) Reactant: [BH4-].[Na+].[O:3]=[C:4]1[CH2:7][C:6]2([CH2:11][CH2:10][N:9]([C:12]([O:14][C:15]([CH3:18])([CH3:17])[CH3:16])=[O:13])[CH2:8]2)[CH2:5]1. Product: [OH:3][CH:4]1[CH2:5][C:6]2([CH2:11][CH2:10][N:9]([C:12]([O:14][C:15]([CH3:18])([CH3:17])[CH3:16])=[O:13])[CH2:8]2)[CH2:7]1. The catalyst class is: 5. (5) Reactant: [CH3:1][O:2][C:3]([C:5]1[CH:20]=[CH:19][C:8]2[S:9][C:10]3[CH:18]=[CH:17][CH:16]=[CH:15][C:11]=3[C:12](Cl)=[N:13][C:7]=2[CH:6]=1)=[O:4].CN1[CH2:26][CH2:25][CH2:24][C:23]1=O.[Cl-].[Mg+2].[Cl-]. Product: [CH3:1][O:2][C:3]([C:5]1[CH:20]=[CH:19][C:8]2[S:9][C:10]3[CH:18]=[CH:17][CH:16]=[CH:15][C:11]=3[C:12]([CH2:23][CH2:24][CH2:25][CH3:26])=[N:13][C:7]=2[CH:6]=1)=[O:4]. The catalyst class is: 1.